Task: Predict the reactants needed to synthesize the given product.. Dataset: Full USPTO retrosynthesis dataset with 1.9M reactions from patents (1976-2016) (1) Given the product [S:28]1[CH:29]=[C:25]([C:2]2[O:6][C:5]([N:7]3[CH2:11][C@:10]4([CH:16]5[CH2:17][CH2:18][N:13]([CH2:14][CH2:15]5)[CH2:12]4)[O:9][C:8]3=[O:19])=[CH:4][CH:3]=2)[N:26]=[CH:27]1, predict the reactants needed to synthesize it. The reactants are: Br[C:2]1[O:6][C:5]([N:7]2[CH2:11][C@:10]3([CH:16]4[CH2:17][CH2:18][N:13]([CH2:14][CH2:15]4)[CH2:12]3)[O:9][C:8]2=[O:19])=[CH:4][CH:3]=1.C([Sn](CCCC)(CCCC)[C:25]1[N:26]=[CH:27][S:28][CH:29]=1)CCC. (2) Given the product [CH2:42]([O:41][C:39]([O:38][C:33]1[C:34]([O:36][CH3:37])=[CH:35][C:30]([C:28]([O:27][C@H:16]2[C@H:15]([O:46][CH3:47])[C@@H:14]([C:48]([O:50][CH3:51])=[O:49])[C@@H:13]3[C@@H:18]([CH2:19][N:20]4[C@H:11]([CH2:12]3)[C:10]3[NH:9][C:8]5[C:24](=[CH:25][CH:26]=[C:6]([O:5][C:3](=[O:4])[CH2:2][NH:1][C:59]([C:60]6[CH:65]=[CH:64][CH:63]=[CH:62][CH:61]=6)=[O:66])[CH:7]=5)[C:23]=3[CH2:22][CH2:21]4)[CH2:17]2)=[O:29])=[CH:31][C:32]=1[O:44][CH3:45])=[O:40])[CH3:43], predict the reactants needed to synthesize it. The reactants are: [NH2:1][CH2:2][C:3]([O:5][C:6]1[CH:7]=[C:8]2[C:24](=[CH:25][CH:26]=1)[C:23]1[CH2:22][CH2:21][N:20]3[C@H:11]([CH2:12][C@H:13]4[C@@H:18]([CH2:19]3)[CH2:17][C@@H:16]([O:27][C:28]([C:30]3[CH:35]=[C:34]([O:36][CH3:37])[C:33]([O:38][C:39]([O:41][CH2:42][CH3:43])=[O:40])=[C:32]([O:44][CH3:45])[CH:31]=3)=[O:29])[C@H:15]([O:46][CH3:47])[C@H:14]4[C:48]([O:50][CH3:51])=[O:49])[C:10]=1[NH:9]2)=[O:4].C(N(CC)CC)C.[C:59](Cl)(=[O:66])[C:60]1[CH:65]=[CH:64][CH:63]=[CH:62][CH:61]=1. (3) Given the product [O:15]=[C:14]1[C:13]2([CH2:20][CH2:19][NH:18][CH2:17][CH2:16]2)[N:12]([C:28]2[CH:33]=[CH:32][CH:31]=[CH:30][CH:29]=2)[CH2:11][N:10]1[CH2:9][C:8]1[CH:7]=[CH:6][C:5]([C:3]([O:2][CH3:1])=[O:4])=[CH:35][CH:34]=1, predict the reactants needed to synthesize it. The reactants are: [CH3:1][O:2][C:3]([C:5]1[CH:35]=[CH:34][C:8]([CH2:9][N:10]2[C:14](=[O:15])[C:13]3([CH2:20][CH2:19][N:18](C(OC(C)(C)C)=O)[CH2:17][CH2:16]3)[N:12]([C:28]3[CH:33]=[CH:32][CH:31]=[CH:30][CH:29]=3)[CH2:11]2)=[CH:7][CH:6]=1)=[O:4].Cl.